Predict the reactants needed to synthesize the given product. From a dataset of Full USPTO retrosynthesis dataset with 1.9M reactions from patents (1976-2016). (1) The reactants are: [Br:1][C:2]1[C:3]([F:14])=[CH:4][CH:5]=[C:6]2[C:11]=1[NH:10][C:9](=O)[C:8]([CH3:13])=[N:7]2.CC[N:17]([CH:21]([CH3:23])[CH3:22])C(C)C.C1(N)CC1. Given the product [Br:1][C:2]1[C:3]([F:14])=[CH:4][CH:5]=[C:6]2[C:11]=1[N:10]=[C:9]([NH:17][CH:21]1[CH2:23][CH2:22]1)[C:8]([CH3:13])=[N:7]2, predict the reactants needed to synthesize it. (2) Given the product [CH2:30]([O:32][C:33]([CH:35]([P:50]([O:52][CH2:53][CH3:54])([O:55][CH2:56][CH3:57])=[O:51])[O:36][C@@H:37]1[CH2:41][C@H:40]([N:42]2[CH:49]=[CH:48][C:46]([NH2:47])=[N:45][C:43]2=[O:44])[CH2:39][CH2:38]1)=[O:34])[CH3:31], predict the reactants needed to synthesize it. The reactants are: C(OC(C(P(OCC)(OCC)=O)O[C@@H]1C[C@H](N2C=C(C)C(=O)NC2=O)C=C1)=O)C.[CH2:30]([O:32][C:33]([CH:35]([P:50]([O:55][CH2:56][CH3:57])([O:52][CH2:53][CH3:54])=[O:51])[O:36][C@@H:37]1[CH2:41][C@H:40]([N:42]2[CH:49]=[CH:48][C:46]([NH2:47])=[N:45][C:43]2=[O:44])[CH:39]=[CH:38]1)=[O:34])[CH3:31]. (3) Given the product [CH2:24]([O:31][C:32]1[CH:33]=[C:34]([CH2:40][CH2:41][NH:42][C:15](=[O:17])/[CH:14]=[CH:13]/[C:5]2[CH:6]=[C:7]([O:11][CH3:12])[C:8]([O:9][CH3:10])=[C:3]([O:2][CH3:1])[CH:4]=2)[CH:35]=[CH:36][C:37]=1[O:38][CH3:39])[C:25]1[CH:26]=[CH:27][CH:28]=[CH:29][CH:30]=1, predict the reactants needed to synthesize it. The reactants are: [CH3:1][O:2][C:3]1[CH:4]=[C:5](/[CH:13]=[CH:14]/[C:15]([OH:17])=O)[CH:6]=[C:7]([O:11][CH3:12])[C:8]=1[O:9][CH3:10].C(Cl)(=O)C(Cl)=O.[CH2:24]([O:31][C:32]1[CH:33]=[C:34]([CH2:40][CH2:41][NH2:42])[CH:35]=[CH:36][C:37]=1[O:38][CH3:39])[C:25]1[CH:30]=[CH:29][CH:28]=[CH:27][CH:26]=1.CCN(C(C)C)C(C)C. (4) Given the product [C:21]([O:1][C:2]1[CH:11]=[C:10]2[C:5]([C:6](=[O:18])[C:7]([C:12]3[CH:17]=[CH:16][CH:15]=[CH:14][CH:13]=3)=[CH:8][O:9]2)=[CH:4][CH:3]=1)(=[O:26])[C:22]([CH3:25])([CH3:24])[CH3:23], predict the reactants needed to synthesize it. The reactants are: [OH:1][C:2]1[CH:11]=[C:10]2[C:5]([C:6](=[O:18])[C:7]([C:12]3[CH:17]=[CH:16][CH:15]=[CH:14][CH:13]=3)=[CH:8][O:9]2)=[CH:4][CH:3]=1.[H-].[Na+].[C:21](Cl)(=[O:26])[C:22]([CH3:25])([CH3:24])[CH3:23].O. (5) Given the product [C:1]([O:5][C:6]([NH:8][C:9]1[S:10][C:11]([CH2:14][C@H:15]2[C:18](=[O:19])[N:17]([C:31](=[O:32])[NH:30][C@@H:33]([C:35]3[CH:40]=[CH:39][CH:38]=[CH:37][CH:36]=3)[CH3:34])[C@@H:16]2[C:20]([O:22][CH2:23][C:24]2[CH:25]=[CH:26][CH:27]=[CH:28][CH:29]=2)=[O:21])=[CH:12][N:13]=1)=[O:7])([CH3:4])([CH3:2])[CH3:3], predict the reactants needed to synthesize it. The reactants are: [C:1]([O:5][C:6]([NH:8][C:9]1[S:10][C:11]([CH2:14][C@H:15]2[C:18](=[O:19])[NH:17][C@@H:16]2[C:20]([O:22][CH2:23][C:24]2[CH:29]=[CH:28][CH:27]=[CH:26][CH:25]=2)=[O:21])=[CH:12][N:13]=1)=[O:7])([CH3:4])([CH3:3])[CH3:2].[N:30]([C@@H:33]([C:35]1[CH:40]=[CH:39][CH:38]=[CH:37][CH:36]=1)[CH3:34])=[C:31]=[O:32]. (6) Given the product [Cl:1][C:2]1[C:20]([Cl:21])=[CH:19][CH:18]=[CH:17][C:3]=1[CH2:4][N:5]1[C:10]2[N:11]=[C:12]([S:24]([CH3:28])(=[O:26])=[O:23])[S:13][C:9]=2[C:8](=[O:16])[N:7]=[CH:6]1, predict the reactants needed to synthesize it. The reactants are: [Cl:1][C:2]1[C:20]([Cl:21])=[CH:19][CH:18]=[CH:17][C:3]=1[CH2:4][N:5]1[C:10]2[N:11]=[C:12](SC)[S:13][C:9]=2[C:8](=[O:16])[N:7]=[CH:6]1.O[O:23][S:24]([O-:26])=O.[K+].[CH2:28]1COCC1. (7) Given the product [CH:15]1([C:2]2[CH:13]=[C:12]([F:14])[C:5]3[C:6](=[O:11])[NH:7][CH2:8][CH2:9][O:10][C:4]=3[CH:3]=2)[CH2:17][CH2:16]1, predict the reactants needed to synthesize it. The reactants are: Cl[C:2]1[CH:13]=[C:12]([F:14])[C:5]2[C:6](=[O:11])[NH:7][CH2:8][CH2:9][O:10][C:4]=2[CH:3]=1.[CH:15]1(B(O)O)[CH2:17][CH2:16]1.C1(P(C2CCCCC2)C2CCCCC2)CCCCC1.[H+].[B-](F)(F)(F)F.[O-]P([O-])([O-])=O.[K+].[K+].[K+]. (8) Given the product [F:30][C:28]([F:29])([F:31])[C@H:27]([N:32]1[CH2:36][CH2:35][C@H:34]([NH:37][C:38](=[O:39])[O:40][C:41]([CH3:44])([CH3:42])[CH3:43])[CH2:33]1)[C:24]1[CH:25]=[CH:26][C:21]2[N:22]([C:18]([C:15]3[CH:14]=[CH:13][C:12]4[C:17](=[C:8]([O:7][CH2:6][CH2:5][OH:4])[CH:9]=[CH:10][CH:11]=4)[N:16]=3)=[N:19][N:20]=2)[CH:23]=1, predict the reactants needed to synthesize it. The reactants are: C([O:4][CH2:5][CH2:6][O:7][C:8]1[CH:9]=[CH:10][CH:11]=[C:12]2[C:17]=1[N:16]=[C:15]([C:18]1[N:22]3[CH:23]=[C:24]([C@@H:27]([N:32]4[CH2:36][CH2:35][C@H:34]([NH:37][C:38]([O:40][C:41]([CH3:44])([CH3:43])[CH3:42])=[O:39])[CH2:33]4)[C:28]([F:31])([F:30])[F:29])[CH:25]=[CH:26][C:21]3=[N:20][N:19]=1)[CH:14]=[CH:13]2)(=O)C.[OH-].[Li+]. (9) Given the product [ClH:44].[ClH:44].[CH3:32][N:29]1[CH2:30][CH2:31][C:3]2[N:2]([CH3:1])[C:10]3[CH:9]=[C:8]([N:11]4[CH:16]=[CH:15][C:14]([C:17]5[CH:22]=[CH:21][C:20]([C:23]([F:24])([F:25])[F:26])=[CH:19][N:18]=5)=[CH:13][C:12]4=[O:27])[CH:7]=[CH:6][C:5]=3[C:4]=2[CH2:28]1, predict the reactants needed to synthesize it. The reactants are: [CH3:1][N:2]1[C:10]2[CH:9]=[C:8]([N:11]3[CH:16]=[CH:15][C:14]([C:17]4[CH:22]=[CH:21][C:20]([C:23]([F:26])([F:25])[F:24])=[CH:19][N:18]=4)=[CH:13][C:12]3=[O:27])[CH:7]=[CH:6][C:5]=2[C:4]2[CH2:28][NH:29][CH2:30][CH2:31][C:3]1=2.[C:32]1(N)C(F)=C(F)C(F)=C(N)C=1F.[ClH:44].Cl. (10) The reactants are: C[O:2][C:3]1[C:8]([C:9]([F:12])([F:11])[F:10])=[CH:7][CH:6]=[CH:5][C:4]=1[CH:13]1[CH2:18][CH2:17][NH:16][CH2:15][CH2:14]1.Cl.N1C=CC=CC=1. Given the product [NH:16]1[CH2:17][CH2:18][CH:13]([C:4]2[CH:5]=[CH:6][CH:7]=[C:8]([C:9]([F:11])([F:12])[F:10])[C:3]=2[OH:2])[CH2:14][CH2:15]1, predict the reactants needed to synthesize it.